From a dataset of Forward reaction prediction with 1.9M reactions from USPTO patents (1976-2016). Predict the product of the given reaction. (1) The product is: [F:24][C:25]([C:28]1[CH:35]=[CH:34][C:31]([C:32]#[N:33])=[CH:30][C:29]=1[O:23][C:20]1[CH:19]=[CH:18][C:17]([N:14]2[CH2:15][CH2:16][CH:11]([O:10][CH2:9][CH2:8][O:7][CH:2]3[CH2:3][CH2:4][CH2:5][CH2:6][O:1]3)[CH2:12][CH2:13]2)=[CH:22][CH:21]=1)([F:27])[CH3:26]. Given the reactants [O:1]1[CH2:6][CH2:5][CH2:4][CH2:3][CH:2]1[O:7][CH2:8][CH2:9][O:10][CH:11]1[CH2:16][CH2:15][N:14]([C:17]2[CH:22]=[CH:21][C:20]([OH:23])=[CH:19][CH:18]=2)[CH2:13][CH2:12]1.[F:24][C:25]([C:28]1[CH:35]=[CH:34][C:31]([C:32]#[N:33])=[CH:30][C:29]=1F)([F:27])[CH3:26], predict the reaction product. (2) The product is: [Cl:1][C:2]1[CH:7]=[CH:6][C:5]([Cl:8])=[CH:4][C:3]=1[NH:9][C:10]1[N:15]2[N:16]=[CH:17][C:18]([S:19]([NH:22][C:39](=[O:42])[CH2:40][CH3:41])(=[O:20])=[O:21])=[C:14]2[N:13]=[CH:12][C:11]=1[C:23]([N:25]1[CH2:30][CH2:29][C:28]2([C:38]3[C:33](=[CH:34][CH:35]=[CH:36][CH:37]=3)[CH2:32][O:31]2)[CH2:27][CH2:26]1)=[O:24]. Given the reactants [Cl:1][C:2]1[CH:7]=[CH:6][C:5]([Cl:8])=[CH:4][C:3]=1[NH:9][C:10]1[N:15]2[N:16]=[CH:17][C:18]([S:19]([NH2:22])(=[O:21])=[O:20])=[C:14]2[N:13]=[CH:12][C:11]=1[C:23]([N:25]1[CH2:30][CH2:29][C:28]2([C:38]3[C:33](=[CH:34][CH:35]=[CH:36][CH:37]=3)[CH2:32][O:31]2)[CH2:27][CH2:26]1)=[O:24].[C:39](O)(=[O:42])[CH2:40][CH3:41], predict the reaction product. (3) Given the reactants Br[C:2]1[CH:11]=[C:10]2[C:12](=[O:29])[N:13]([C@H:15]3[CH2:20][CH2:19][CH2:18][CH2:17][C@@H:16]3[O:21][Si:22]([C:25]([CH3:28])([CH3:27])[CH3:26])([CH3:24])[CH3:23])[CH2:14][C:9]2=[C:8]2[C:3]=1[CH:4]=[CH:5][CH:6]=[N:7]2.[CH:30]([B-](F)(F)F)=[CH2:31].[K+].C(=O)([O-])[O-].[K+].[K+].C(=O)(O)[O-].[Na+], predict the reaction product. The product is: [Si:22]([O:21][C@H:16]1[CH2:17][CH2:18][CH2:19][CH2:20][C@@H:15]1[N:13]1[CH2:14][C:9]2[C:10](=[CH:11][C:2]([CH:30]=[CH2:31])=[C:3]3[C:8]=2[N:7]=[CH:6][CH:5]=[CH:4]3)[C:12]1=[O:29])([C:25]([CH3:27])([CH3:26])[CH3:28])([CH3:24])[CH3:23]. (4) Given the reactants [CH3:1][C@@H:2]([O:7][C@@H:8]([CH2:44][CH3:45])[C@H:9]([NH:36][C:37](=[O:43])[O:38][C:39]([CH3:42])([CH3:41])[CH3:40])[C:10]([N:12]1[CH2:16][C@H:15]([OH:17])[CH2:14][C@H:13]1[C:18](=[O:35])[NH:19][C@:20]1([C:25](=[O:34])[NH:26][S:27]([C:30]2([CH3:33])[CH2:32][CH2:31]2)(=[O:29])=[O:28])[CH2:22][C@H:21]1C=C)=[O:11])[CH2:3][CH2:4][CH:5]=[CH2:6], predict the reaction product. The product is: [CH2:44]([C@H:8]1[C@H:9]([NH:36][C:37](=[O:43])[O:38][C:39]([CH3:40])([CH3:42])[CH3:41])[C:10](=[O:11])[N:12]2[CH2:16][C@H:15]([OH:17])[CH2:14][C@H:13]2[C:18](=[O:35])[NH:19][C@:20]2([C:25](=[O:34])[NH:26][S:27]([C:30]3([CH3:33])[CH2:31][CH2:32]3)(=[O:29])=[O:28])[CH2:21][C@H:22]2[CH:6]=[CH:5][CH2:4][CH2:3][C@@H:2]([CH3:1])[O:7]1)[CH3:45]. (5) Given the reactants FC(F)(F)C(O)=O.[NH2:8][C@@H:9]1[CH2:40][CH2:39][C:12]2[N:13]=[C:14]([NH:16][C:17]([C:19]3[CH:20]=[C:21]([CH:36]=[CH:37][CH:38]=3)[CH2:22][NH:23][C:24](=[O:35])[C:25]3[CH:30]=[CH:29][C:28]([O:31][CH3:32])=[C:27]([O:33][CH3:34])[CH:26]=3)=[O:18])[S:15][C:11]=2[CH2:10]1.CCN(C(C)C)C(C)C.Br[CH2:51][CH2:52][O:53][CH2:54][CH2:55]Br, predict the reaction product. The product is: [CH3:34][O:33][C:27]1[CH:26]=[C:25]([CH:30]=[CH:29][C:28]=1[O:31][CH3:32])[C:24]([NH:23][CH2:22][C:21]1[CH:36]=[CH:37][CH:38]=[C:19]([C:17](=[O:18])[NH:16][C:14]2[S:15][C:11]3[CH2:10][C@H:9]([N:8]4[CH2:55][CH2:54][O:53][CH2:52][CH2:51]4)[CH2:40][CH2:39][C:12]=3[N:13]=2)[CH:20]=1)=[O:35]. (6) Given the reactants [Cl-].[CH3:2][O:3][CH2:4][P+](C1C=CC=CC=1)(C1C=CC=CC=1)C1C=CC=CC=1.CC(C)([O-])C.[K+].[CH3:30][C:31]1[CH:35]=[C:34]([C:36]2[CH:41]=[CH:40][C:39]([C:42]([F:45])([F:44])[F:43])=[CH:38][CH:37]=2)[S:33][C:32]=1[C:46](=O)[CH3:47], predict the reaction product. The product is: [CH3:2][O:3][CH:4]=[C:46]([C:32]1[S:33][C:34]([C:36]2[CH:41]=[CH:40][C:39]([C:42]([F:45])([F:44])[F:43])=[CH:38][CH:37]=2)=[CH:35][C:31]=1[CH3:30])[CH3:47].